Dataset: Experimentally validated miRNA-target interactions with 360,000+ pairs, plus equal number of negative samples. Task: Binary Classification. Given a miRNA mature sequence and a target amino acid sequence, predict their likelihood of interaction. (1) The miRNA is mmu-miR-421-3p with sequence AUCAACAGACAUUAAUUGGGCGC. The protein sequence of the target gene is MAKSKNHTTHNQSRKWHRNGIKKPRSQRYESLKGVDPKFLRNMRFAKKHNKKGLKKMQANNAKAMSARAEAIKALVKPKEVKPKIPKGVSRKLDRLAYIAHPKLGKRARARIAKGLRLCRPKAKAKAKAKDQTKAQAAAPASVPAQAPKRTQAPTKASE. Result: 0 (no interaction). (2) The miRNA is hsa-miR-508-5p with sequence UACUCCAGAGGGCGUCACUCAUG. The protein sequence of the target gene is MEALGSGHYVGGSIRSMAAAALSGLAVRLSRPQGTRGSYGAFCKTLTRTLLTFFDLAWRLRKNFFYFYILASVILNVHLQVYI. Result: 0 (no interaction). (3) The miRNA is hsa-miR-3649 with sequence AGGGACCUGAGUGUCUAAG. The protein sequence of the target gene is MGFHLITQLKGMSVVLVLLPTLLLVMLTGAQRACPKNCRCDGKIVYCESHAFADIPENISGGSQGLSLRFNSIQKLKSNQFAGLNQLIWLYLDHNYISSVDEDAFQGIRRLKELILSSNKITYLHNKTFHPVPNLRNLDLSYNKLQTLQSEQFKGLRKLIILHLRSNSLKTVPIRVFQDCRNLDFLDLGYNRLRSLSRNAFAGLLKLKELHLEHNQFSKINFAHFPRLFNLRSIYLQWNRIRSISQGLTWTWSSLHNLDLSGNDIQGIEPGTFKCLPNLQKLNLDSNKLTNISQETVNAW.... Result: 0 (no interaction). (4) The miRNA is hsa-miR-1249-5p with sequence AGGAGGGAGGAGAUGGGCCAAGUU. The protein sequence of the target gene is MLRGTLLCAVLGLLRAQPFPCPPACKCVFRDAAQCSGGDVARISALGLPTNLTHILLFGMGRGVLQSQSFSGMTVLQRLMISDSHISAVAPGTFSDLIKLKTLRLSRNKITHLPGALLDKMVLLEQLFLDHNALRGIDQNMFQKLVNLQELALNQNQLDFLPASLFTNLENLKLLDLSGNNLTHLPKGLLGAQAKLERLLLHSNRLVSLDSGLLNSLGALTELQFHRNHIRSIAPGAFDRLPNLSSLTLSRNHLAFLPSALFLHSHNLTLLTLFENPLAELPGVLFGEMGGLQELWLNRT.... Result: 1 (interaction). (5) The miRNA is hsa-miR-6735-5p with sequence CAGGGCAGAGGGCACAGGAAUCUGA. The protein sequence of the target gene is MSLMLDDQPPMEAQYAEEGPGPGIFRAEPGDQQHPISQAVCWRSMRRGCAVLGALGLLAGAGVGSWLLVLYLCPAASQPISGTLQDEEITLSCSEASAEEALLPALPKTVSFRINSEDFLLEAQVRDQPRWLLVCHEGWSPALGLQICWSLGHLRLTHHKGVNLTDIKLNSSQEFAQLSPRLGGFLEEAWQPRNNCTSGQVVSLRCSECGARPLASRIVGGQSVAPGRWPWQASVALGFRHTCGGSVLAPRWVVTAAHCMHSFRLARLSSWRVHAGLVSHSAVRPHQGALVERIIPHPLY.... Result: 1 (interaction). (6) The miRNA is gga-miR-16-5p with sequence UAGCAGCACGUAAAUAUUGGUG. The protein sequence of the target gene is MAHPGRRGYDNREIVLKYIHYKLSQRGYDWAAGEDRPPVPPAPAPAAAPAAVAAAGASSHHRPEPPGSAAASEVPPAEGLRPAPPGVHLALRQAGDEFSRRYQRDFAQMSGQLHLTPFTAHGRFVAVVEELFRDGVNWGRIVAFFEFGGVMCVESVNREMSPLVDNIATWMTEYLNRHLHNWIQDNGGWDAFVELYGNSMRPLFDFSWISLKTILSLVLVGACITLGAYLGHK. Result: 1 (interaction). (7) The miRNA is hsa-miR-106b-5p with sequence UAAAGUGCUGACAGUGCAGAU. The protein sequence of the target gene is MEHAFTPLEPLLSTGNLKYCLVILNQPLDNYFRHLWNKALLRACADGGANRLYDITEGERESFLPEFINGDFDSIRPEVREYYATKGCELISTPDQDHTDFTKCLKMLQKKIEEKDLKVDVIVTLGGLAGRFDQIMASVNTLFQATHITPFPIIIIQEESLIYLLQPGKHRLHVDTGMEGDWCGLIPVGQPCMQVTTTGLKWNLTNDVLAFGTLVSTSNTYDGSGVVTVETDHPLLWTMAIKS. Result: 1 (interaction).